From a dataset of Peptide-MHC class II binding affinity with 134,281 pairs from IEDB. Regression. Given a peptide amino acid sequence and an MHC pseudo amino acid sequence, predict their binding affinity value. This is MHC class II binding data. (1) The peptide sequence is FLTGPLNFTGPCKGD. The MHC is HLA-DPA10201-DPB10501 with pseudo-sequence HLA-DPA10201-DPB10501. The binding affinity (normalized) is 0.175. (2) The peptide sequence is TQDLELSWNLNGLQAY. The MHC is HLA-DQA10101-DQB10501 with pseudo-sequence HLA-DQA10101-DQB10501. The binding affinity (normalized) is 0.568. (3) The peptide sequence is DFFKFSFMYIESIKVDRIGDN. The MHC is DRB1_0101 with pseudo-sequence DRB1_0101. The binding affinity (normalized) is 0.543. (4) The peptide sequence is LSLCNKIKGLKVFNT. The MHC is H-2-IAb with pseudo-sequence H-2-IAb. The binding affinity (normalized) is 0.0516. (5) The peptide sequence is AAATATATAAVGAAT. The MHC is HLA-DQA10401-DQB10402 with pseudo-sequence HLA-DQA10401-DQB10402. The binding affinity (normalized) is 0.235. (6) The peptide sequence is ATFEAMYLGTCKTLT. The MHC is DRB1_0802 with pseudo-sequence DRB1_0802. The binding affinity (normalized) is 0.337. (7) The peptide sequence is EKKYFAATQFEELAA. The binding affinity (normalized) is 0.607. The MHC is HLA-DQA10301-DQB10302 with pseudo-sequence HLA-DQA10301-DQB10302. (8) The peptide sequence is TNHLSKCQFDHVNTL. The MHC is DRB1_1501 with pseudo-sequence DRB1_1501. The binding affinity (normalized) is 0.